From a dataset of Full USPTO retrosynthesis dataset with 1.9M reactions from patents (1976-2016). Predict the reactants needed to synthesize the given product. The reactants are: C([O:3][C:4](C1NC2C(C=1)=CC=CC=2)=[O:5])C.[NH2:15][C:16]1[CH:37]=[CH:36][C:19]([CH2:20][N:21]2[C:29]3[C:24](=[CH:25][CH:26]=[CH:27][CH:28]=3)[C:23]([C:30]3[CH:35]=[CH:34][CH:33]=[CH:32][CH:31]=3)=[CH:22]2)=[CH:18][CH:17]=1.[C:38]1([S:44](Cl)(=[O:46])=[O:45])[CH:43]=[CH:42][CH:41]=[CH:40][CH:39]=1. Given the product [C:30]1([C:23]2[C:24]3[C:29](=[CH:28][CH:27]=[CH:26][CH:25]=3)[N:21]([CH2:20][C:19]3[CH:18]=[CH:17][C:16]([NH:15][S:44]([C:38]4[CH:43]=[CH:42][CH:41]=[CH:40][CH:39]=4)(=[O:46])=[O:45])=[CH:37][CH:36]=3)[C:22]=2[C:4]([OH:5])=[O:3])[CH:31]=[CH:32][CH:33]=[CH:34][CH:35]=1, predict the reactants needed to synthesize it.